From a dataset of Forward reaction prediction with 1.9M reactions from USPTO patents (1976-2016). Predict the product of the given reaction. (1) Given the reactants C(O[C:4]([C:6]1[N:7]=[C:8]([C:21]2[CH:26]=[CH:25][CH:24]=[CH:23][C:22]=2[Cl:27])[N:9]([C:14]2[CH:19]=[CH:18][C:17]([Cl:20])=[CH:16][CH:15]=2)[C:10]=1[CH:11]=[N:12][NH2:13])=[O:5])C, predict the reaction product. The product is: [Cl:27][C:22]1[CH:23]=[CH:24][CH:25]=[CH:26][C:21]=1[C:8]1[N:9]([C:14]2[CH:19]=[CH:18][C:17]([Cl:20])=[CH:16][CH:15]=2)[C:10]2[CH:11]=[N:12][NH:13][C:4](=[O:5])[C:6]=2[N:7]=1. (2) The product is: [ClH:1].[Cl:1][C:2]1[CH:10]=[C:9]2[C:5]([C:6]([C:15]([N:17]3[CH2:18][CH2:19][N:20]([C:23]4[CH:28]=[CH:27][CH:26]=[CH:25][C:24]=4[O:29][CH3:30])[CH2:21][CH2:22]3)=[O:16])=[CH:7][N:8]2[CH2:11][C:12]([NH:41][CH2:40][CH2:39][NH:37][CH3:36])=[O:14])=[CH:4][CH:3]=1. Given the reactants [Cl:1][C:2]1[CH:10]=[C:9]2[C:5]([C:6]([C:15]([N:17]3[CH2:22][CH2:21][N:20]([C:23]4[CH:28]=[CH:27][CH:26]=[CH:25][C:24]=4[O:29][CH3:30])[CH2:19][CH2:18]3)=[O:16])=[CH:7][N:8]2[CH2:11][C:12]([OH:14])=O)=[CH:4][CH:3]=1.C(O[C:36](=O)[N:37]([CH2:39][CH2:40][NH2:41])C)(C)(C)C.Cl, predict the reaction product. (3) Given the reactants [C:9](O[C:9]([O:11][C:12]([CH3:15])([CH3:14])[CH3:13])=[O:10])([O:11][C:12]([CH3:15])([CH3:14])[CH3:13])=[O:10].C(N(CC)CC)C.[CH3:23][O:24][P:25]([C:29]1[CH:30]=[C:31]2[C:35](=[CH:36][CH:37]=1)[NH:34][N:33]=[C:32]2[I:38])(=[O:28])[O:26][CH3:27], predict the reaction product. The product is: [C:12]([O:11][C:9]([N:34]1[C:35]2[C:31](=[CH:30][C:29]([P:25]([O:24][CH3:23])([O:26][CH3:27])=[O:28])=[CH:37][CH:36]=2)[C:32]([I:38])=[N:33]1)=[O:10])([CH3:13])([CH3:14])[CH3:15]. (4) Given the reactants [CH:1]1([C:6]([C:8]2[CH:13]=[C:12]([CH3:14])[CH:11]=[CH:10][C:9]=2[NH:15][C:16](=[O:33])[NH:17][C:18]2[S:19][CH:20]=[C:21]([CH2:23][C:24]([N:26]3[CH2:31][CH2:30][N:29]([CH3:32])[CH2:28][CH2:27]3)=[O:25])[N:22]=2)=[O:7])[CH2:5][CH2:4][CH2:3][CH2:2]1.[ClH:34], predict the reaction product. The product is: [Cl-:34].[CH:1]1([C:6]([C:8]2[CH:13]=[C:12]([CH3:14])[CH:11]=[CH:10][C:9]=2[NH:15][C:16](=[O:33])[NH:17][C:18]2[S:19][CH:20]=[C:21]([CH2:23][C:24]([N:26]3[CH2:31][CH2:30][NH+:29]([CH3:32])[CH2:28][CH2:27]3)=[O:25])[N:22]=2)=[O:7])[CH2:5][CH2:4][CH2:3][CH2:2]1.